Dataset: Reaction yield outcomes from USPTO patents with 853,638 reactions. Task: Predict the reaction yield, written as a fraction of the theoretical maximum amount of product (1.0 means a 100% yield; for example, 0.34 means a 34% yield). (1) The reactants are FC(F)(F)S(O[C:7]1[CH:20]=[C:19]2[C:10]([O:11][C:12]3[CH:13]=[CH:14][C:15]([C:36]4[C:37]([F:42])=[N:38][CH:39]=[CH:40][CH:41]=4)=[CH:16][C:17]=3[C:18]32[C:24]2=[N:25][CH:26]=[CH:27][N:23]2[C:22]([NH:28][C:29]([O:31][C:32]([CH3:35])([CH3:34])[CH3:33])=[O:30])=[N:21]3)=[C:9]([F:43])[CH:8]=1)(=O)=O.C1(C2C=CC=CC=2)C=CC=CC=1P(C(C)(C)C)C(C)(C)C.[NH:67]1[CH2:72][CH2:71][O:70][CH2:69][CH2:68]1.[Li+].C[Si]([N-][Si](C)(C)C)(C)C. The catalyst is C1C=CC(/C=C/C(/C=C/C2C=CC=CC=2)=O)=CC=1.C1C=CC(/C=C/C(/C=C/C2C=CC=CC=2)=O)=CC=1.C1C=CC(/C=C/C(/C=C/C2C=CC=CC=2)=O)=CC=1.[Pd].[Pd].O. The product is [F:43][C:9]1[C:10]2[O:11][C:12]3[C:17](=[CH:16][C:15]([C:36]4[C:37]([F:42])=[N:38][CH:39]=[CH:40][CH:41]=4)=[CH:14][CH:13]=3)[C:18]3([C:24]4=[N:25][CH:26]=[CH:27][N:23]4[C:22]([NH:28][C:29](=[O:30])[O:31][C:32]([CH3:35])([CH3:34])[CH3:33])=[N:21]3)[C:19]=2[CH:20]=[C:7]([N:67]2[CH2:72][CH2:71][O:70][CH2:69][CH2:68]2)[CH:8]=1. The yield is 0.406. (2) The reactants are [CH2:1]([N:6]1[C:14]2[C:9](=[CH:10][CH:11]=[CH:12][CH:13]=2)[C:8]2([C:25]3[C:17](=[CH:18][C:19]4[O:20][CH2:21][O:22][C:23]=4[CH:24]=3)[C:16](=[O:26])[CH2:15]2)[C:7]1=[O:27])[CH2:2][CH2:3][CH2:4][CH3:5].[N-:28]=[N+]=[N-].[Na+].FC(F)(F)C(O)=O. The catalyst is O. The product is [CH2:1]([N:6]1[C:14]2[C:9](=[CH:10][CH:11]=[CH:12][CH:13]=2)[C:8]2([C:25]3[CH:24]=[C:23]4[O:22][CH2:21][O:20][C:19]4=[CH:18][C:17]=3[C:16](=[O:26])[NH:28][CH2:15]2)[C:7]1=[O:27])[CH2:2][CH2:3][CH2:4][CH3:5]. The yield is 0.740. (3) The reactants are [CH2:1]([O:8][C:9]([C:11]1[CH:20]=[C:19]([O:21][CH2:22][C:23]2[CH:28]=[CH:27][CH:26]=[CH:25][CH:24]=2)[C:18]2[C:13](=[C:14]([NH2:29])[CH:15]=[CH:16][CH:17]=2)[N:12]=1)=[O:10])[C:2]1[CH:7]=[CH:6][CH:5]=[CH:4][CH:3]=1.[I:30]I. The catalyst is C(O)C.S([O-])([O-])(=O)=O.[Ag+2]. The product is [CH2:1]([O:8][C:9]([C:11]1[CH:20]=[C:19]([O:21][CH2:22][C:23]2[CH:28]=[CH:27][CH:26]=[CH:25][CH:24]=2)[C:18]2[C:13](=[C:14]([NH2:29])[C:15]([I:30])=[CH:16][CH:17]=2)[N:12]=1)=[O:10])[C:2]1[CH:7]=[CH:6][CH:5]=[CH:4][CH:3]=1. The yield is 0.360. (4) The reactants are [CH3:1][O:2][C:3](=[O:29])[C:4]1[CH:9]=[CH:8][C:7]([CH2:10][N:11]([C:13]2[CH:18]=[CH:17][C:16]([O:19][Si](C(C)(C)C)(C)C)=[CH:15][C:14]=2[CH3:27])[CH3:12])=[CH:6][C:5]=1[CH3:28].CCCC[N+](CCCC)(CCCC)CCCC.[F-].C1COCC1. The catalyst is C1COCC1. The product is [CH3:1][O:2][C:3](=[O:29])[C:4]1[CH:9]=[CH:8][C:7]([CH2:10][N:11]([C:13]2[CH:18]=[CH:17][C:16]([OH:19])=[CH:15][C:14]=2[CH3:27])[CH3:12])=[CH:6][C:5]=1[CH3:28]. The yield is 0.620. (5) The reactants are [H-].[Na+].[C:3]([CH2:5][C:6]([O:8][C:9]([CH3:12])([CH3:11])[CH3:10])=[O:7])#[N:4].Br[CH2:14][CH2:15][O:16][CH2:17][CH2:18]Br. The catalyst is CN(C=O)C. The product is [C:3]([C:5]1([C:6]([O:8][C:9]([CH3:12])([CH3:11])[CH3:10])=[O:7])[CH2:18][CH2:17][O:16][CH2:15][CH2:14]1)#[N:4]. The yield is 0.570.